This data is from Full USPTO retrosynthesis dataset with 1.9M reactions from patents (1976-2016). The task is: Predict the reactants needed to synthesize the given product. Given the product [CH3:20][O:21][C:22]([NH:24][C@@H:25]([C@@H:29]([CH3:32])[CH2:30][CH3:31])[C:26]([N:2]1[C@H:6]([C:7]([O:9][CH2:10][C:11]2[CH:16]=[CH:15][CH:14]=[CH:13][CH:12]=2)=[O:8])[CH2:5][C@@H:4]2[CH2:17][CH2:18][CH2:19][C@H:3]12)=[O:27])=[O:23], predict the reactants needed to synthesize it. The reactants are: Cl.[NH:2]1[C@H:6]([C:7]([O:9][CH2:10][C:11]2[CH:16]=[CH:15][CH:14]=[CH:13][CH:12]=2)=[O:8])[CH2:5][C@@H:4]2[CH2:17][CH2:18][CH2:19][C@H:3]12.[CH3:20][O:21][C:22]([NH:24][C@@H:25]([C@@H:29]([CH3:32])[CH2:30][CH3:31])[C:26](O)=[O:27])=[O:23].CN(C(ON1N=NC2C=CC=NC1=2)=[N+](C)C)C.F[P-](F)(F)(F)(F)F.CCN(C(C)C)C(C)C.